This data is from Reaction yield outcomes from USPTO patents with 853,638 reactions. The task is: Predict the reaction yield, written as a fraction of the theoretical maximum amount of product (1.0 means a 100% yield; for example, 0.34 means a 34% yield). The reactants are [Br:1][C:2]1[C:3]([N:17]2[CH2:21][CH2:20][C@@H:19]([NH:22]C(=O)OC(C)(C)C)[CH2:18]2)=[C:4]2[C:10]([NH:11][C:12](=[O:16])[C@@H:13]([OH:15])[CH3:14])=[CH:9][NH:8][C:5]2=[N:6][CH:7]=1.C(O)(C(F)(F)F)=O.C(Cl)[Cl:38]. No catalyst specified. The product is [ClH:38].[NH2:22][C@@H:19]1[CH2:20][CH2:21][N:17]([C:3]2[C:2]([Br:1])=[CH:7][N:6]=[C:5]3[NH:8][CH:9]=[C:10]([NH:11][C:12](=[O:16])[C@@H:13]([OH:15])[CH3:14])[C:4]=23)[CH2:18]1. The yield is 0.580.